From a dataset of Experimentally validated miRNA-target interactions with 360,000+ pairs, plus equal number of negative samples. Binary Classification. Given a miRNA mature sequence and a target amino acid sequence, predict their likelihood of interaction. (1) The miRNA is mmu-miR-136-5p with sequence ACUCCAUUUGUUUUGAUGAUGG. The protein sequence of the target gene is MMMCAATASPAAASSGPGGDGFFAAATISSSPAPGALFMPVPDGSVAAAGLGLGLPTTDSRGHYQLLLSGRALADRYRRIYTTALSDRDQAGSSTGHPASRNKKILNKKKLKRKQKSKSKVKTRSKSENVENTVIIPDIKLHSNPSAFNIYCNVRHCVLEWQKKETSLAAASKNSVQSGESDSDEEEESREPPIKLPKIIEVGLCEVFELIKETRFSHPSLCLRSLQALLNVLQGQQPEGLQSEPPEVLESLFQLLLEITVRSTGMNDSTGQSLTALSCACLFSLVASWGETGRTLQAIS.... Result: 1 (interaction). (2) The miRNA is hsa-miR-5687 with sequence UUAGAACGUUUUAGGGUCAAAU. The protein sequence of the target gene is MASSTTASLGFHYETKYVVLSYLGLLSQEKQQGPSPPGVQLDVAPQSLNPEVLLKLKSEIEEELKTLDKEVSEAFTSTGFDCHTSPVFSPANPESSIEDCLAHLGERVSQDLKEPLQKALQTILSQPVTYEAYRECTVETAVHASGWNKLLVPLVLLQHLLLELTRRGQEPLRMLLQFGVMYLEEHAAEFIIQQGGWGSVFSLEPEEEEYPGIIAEDSNDIYILPSDNSGQVSPPESPTVTTSWQSESLPVSLSASQSWHTESLPVSLGPESWQQIAMDPEEVKSLDSSGAGEKSENNSS.... Result: 0 (no interaction). (3) The miRNA is mmu-miR-743b-5p with sequence UGUUCAGACUGGUGUCCAUCA. The protein sequence of the target gene is MTGRVCRGCGGTDIELDAARGDAVCTACGSVLEDNIIVSEVQFVESSGGGSSAVGQFVSLDGAGKTPTLGGGFHVNLGKESRAQTLQNGRRHIHHLGNQLQLNQHCLDTAFNFFKMAVSRHLTRGRKMAHVIAACLYLVCRTEGTPHMLLDLSDLLQVNVYVLGKTFLLLARELCINAPAIDPCLYIPRFAHLLEFGEKNHEVSMTALRLLQRMKRDWMHTGRRPSGLCGAALLVAARMHDFRRTVKEVISVVKVCESTLRKRLTEFEDTPTSQLTIDEFMKIDLEEECDPPSYTAGQRK.... Result: 0 (no interaction). (4) The miRNA is mmu-miR-432 with sequence UCUUGGAGUAGAUCAGUGGGCAG. The protein sequence of the target gene is MRPKEQVQSGAGDGTGSGDPAAGTPTTQPAVGPAPEPSAEPKPAPAQGTGSGQKSGSRTKTGSFCRSMIIGDSDAPWTRYVFQGPYGPRATGLGTGKAEGIWKTPAAYIGRRPGVSGPERAAFIRELQEALCPNPPPTKKITEDDVKVMLYLLEEKERDLNTAARIGQSLVKQNSVLMEENNKLETMLGSAREEILHLRKQVNLRDDLLQLYSDSDDDDDEEDEEDEEEGEEEEREGQRDQDQQHDHPYGAPKPHPKAETAHRCPQLETLQQKLRLLEEENDHLREEASHLDNLEDEEQM.... Result: 0 (no interaction). (5) The miRNA is hsa-miR-451a with sequence AAACCGUUACCAUUACUGAGUU. The protein sequence of the target gene is MPPGPCAWPPRAALRLWLGCVCFALVQADSPSAPVNVTVRHLKANSAVVSWDVLEDEVVIGFAISQQKKDVRMLRFIQEVNTTTRSCALWDLEEDTEYIVHVQAISIQGQSPASEPVLFKTPREAEKMASKNKDEVTMKEMGRNQQLRTGEVLIIVVVLFMWAGVIALFCRQYDIIKDNEPNNNKEKTKSASETSTPEHQGGGLLRSKI. Result: 0 (no interaction). (6) The miRNA is hsa-miR-6081 with sequence AGGAGCAGUGCCGGCCAAGGCGCC. The protein sequence of the target gene is MKLGKVEFCHFLQLIALFLCFSGMSQAELSRSRSKPYFQSGRSRTKRSWVWNQFFVLEEYMGSDPLYVGKLHSDVDKGDGSIKYILSGEGASSIFIIDENTGDIHATKRLDREEQAYYTLRAQALDRLTNKPVEPESEFVIKIQDINDNEPKFLDGPYTAGVPEMSPVGTSVVQVTATDADDPTYGNSARVVYSILQGQPYFSVEPKTGVIKTALPNMDREAKDQYLLVIQAKDMVGQNGGLSGTTSVTVTLTDVNDNPPRFPRRSYQYNVPESLPVASVVARIKAADADIGANAEMEYK.... Result: 1 (interaction). (7) The miRNA is hsa-miR-613 with sequence AGGAAUGUUCCUUCUUUGCC. The protein sequence of the target gene is MKSYTPYFMLLWSAVGIARAAKIIIVPPIMFESHLYIFKTLASALHERGHHTVLLLSEGRDIAPSNHYSLQRYPGIFNSTTSDAFLQSKMRNIFSGRLTAVELVDILDHYTKNCDMMVGNQALIQGLKKEKFDLLLVDPNDMCGFVIAHLLGVKYAVFSTGLWYPAEVGAPAPLAYVPEFNSLLTDRMNFLERMKNTGVYLISRIGVSFLVLPKYERIMQKYNLLPAKSMYDLVHGSSLWMLCTDVALEFPRPTLPNVVYVGGILTKPASPLPEDLQRWVSGAQEHGFVLVSFGAGVKYL.... Result: 0 (no interaction).